This data is from Forward reaction prediction with 1.9M reactions from USPTO patents (1976-2016). The task is: Predict the product of the given reaction. (1) Given the reactants [F:1][C:2]([F:15])([F:14])[C:3]1[C:11]([C:12]#[N:13])=[CH:10][CH:9]=[C:8]2[C:4]=1[CH:5]=[CH:6][NH:7]2.C([O-])([O-])=O.[Cs+].[Cs+].Br[CH2:23][C:24]#[N:25], predict the reaction product. The product is: [C:24]([CH2:23][N:7]1[C:8]2[C:4](=[C:3]([C:2]([F:14])([F:1])[F:15])[C:11]([C:12]#[N:13])=[CH:10][CH:9]=2)[CH:5]=[CH:6]1)#[N:25]. (2) Given the reactants [F:1][C:2]1[CH:3]=[C:4]2[C:8](=[CH:9][CH:10]=1)[NH:7][CH:6]=[C:5]2[CH2:11][C:12]([O:14][CH2:15][CH3:16])=[O:13].CS(O)(=O)=O.[H][H], predict the reaction product. The product is: [F:1][C:2]1[CH:3]=[C:4]2[C:8](=[CH:9][CH:10]=1)[NH:7][CH2:6][CH:5]2[CH2:11][C:12]([O:14][CH2:15][CH3:16])=[O:13]. (3) Given the reactants [NH2:1][C:2]1[CH:3]=[C:4]2[C:20](=[O:21])[NH:19][N:18]=[CH:17][C:6]3=[C:7]([C:11]4[CH:16]=[CH:15][CH:14]=[CH:13][CH:12]=4)[NH:8][C:9]([CH:10]=1)=[C:5]23.[CH3:22][C:23]([O:26][C:27]([N:29]([CH3:42])[C@H:30]([CH2:34][C:35]1[CH:40]=[CH:39][C:38]([OH:41])=[CH:37][CH:36]=1)[C:31](O)=[O:32])=[O:28])([CH3:25])[CH3:24].C(N(CC)CC)C.F[P-](F)(F)(F)(F)F.N1(OC(N(C)C)=[N+](C)C)C2N=CC=CC=2N=N1, predict the reaction product. The product is: [OH:41][C:38]1[CH:39]=[CH:40][C:35]([CH2:34][C@@H:30]([N:29]([CH3:42])[C:27](=[O:28])[O:26][C:23]([CH3:22])([CH3:25])[CH3:24])[C:31](=[O:32])[NH:1][C:2]2[CH:3]=[C:4]3[C:20](=[O:21])[NH:19][N:18]=[CH:17][C:6]4=[C:7]([C:11]5[CH:12]=[CH:13][CH:14]=[CH:15][CH:16]=5)[NH:8][C:9]([CH:10]=2)=[C:5]34)=[CH:36][CH:37]=1. (4) Given the reactants [CH3:1][O:2][C:3]1[CH:8]=[CH:7][C:6]([N+:9]([O-:11])=[O:10])=[CH:5][C:4]=1[OH:12].C([O-])([O-])=O.[K+].[K+].Cl.Cl[CH2:21][CH2:22][N:23]1[CH2:28][CH2:27][CH2:26][CH2:25][CH2:24]1, predict the reaction product. The product is: [CH3:1][O:2][C:3]1[CH:8]=[CH:7][C:6]([N+:9]([O-:11])=[O:10])=[CH:5][C:4]=1[O:12][CH2:21][CH2:22][N:23]1[CH2:28][CH2:27][CH2:26][CH2:25][CH2:24]1. (5) Given the reactants [OH-].[Li+].[F:3][C:4]1[CH:9]=[C:8]([F:10])[CH:7]=[CH:6][C:5]=1[C@@H:11]1[CH2:15][N:14]([CH:16]([CH3:18])[CH3:17])[CH2:13][C@H:12]1[C:19]([O:21]C)=[O:20], predict the reaction product. The product is: [F:3][C:4]1[CH:9]=[C:8]([F:10])[CH:7]=[CH:6][C:5]=1[C@@H:11]1[CH2:15][N:14]([CH:16]([CH3:17])[CH3:18])[CH2:13][C@H:12]1[C:19]([OH:21])=[O:20]. (6) Given the reactants CC(C)([O-])C.[K+].[CH2:7]([O:9][C:10](=[O:26])[CH2:11][N:12]=C(C1C=CC=CC=1)C1C=CC=CC=1)[CH3:8].I[CH2:28][CH:29]1[CH2:34][CH2:33][O:32][CH2:31][CH2:30]1, predict the reaction product. The product is: [CH2:7]([O:9][C:10](=[O:26])[C@H:11]([CH2:28][CH:29]1[CH2:34][CH2:33][O:32][CH2:31][CH2:30]1)[NH2:12])[CH3:8]. (7) Given the reactants [C:1]([C:3]1[CH:19]=[CH:18][C:6]([NH:7][S:8]([C:11]2[CH:16]=[CH:15][C:14]([CH3:17])=[CH:13][CH:12]=2)(=[O:10])=[O:9])=[CH:5][CH:4]=1)#[N:2].[N+:20]([O-])([OH:22])=[O:21].O, predict the reaction product. The product is: [C:1]([C:3]1[CH:19]=[CH:18][C:6]([NH:7][S:8]([C:11]2[CH:16]=[CH:15][C:14]([CH3:17])=[CH:13][CH:12]=2)(=[O:10])=[O:9])=[C:5]([N+:20]([O-:22])=[O:21])[CH:4]=1)#[N:2].